From a dataset of Reaction yield outcomes from USPTO patents with 853,638 reactions. Predict the reaction yield, written as a fraction of the theoretical maximum amount of product (1.0 means a 100% yield; for example, 0.34 means a 34% yield). (1) The reactants are [CH:1]([Mg]Br)=[CH2:2].[CH3:5][C:6]1[CH2:11][CH:10]([CH3:12])[CH2:9][C:8](=[O:13])[CH:7]=1. The catalyst is C(=O)=O.CC(C)=O.C1COCC1.Cl[Cu]. The product is [CH3:5][C:6]1([CH:1]=[CH2:2])[CH2:11][CH:10]([CH3:12])[CH2:9][C:8](=[O:13])[CH2:7]1. The yield is 0.520. (2) The reactants are Cl[C:2]1[CH:3]=[C:4]([C:9]2[CH:13]=[C:12]([CH2:14][C:15]3[CH:20]=[CH:19][C:18]([CH2:21][O:22][C:23]4[CH:28]=[CH:27][CH:26]=[CH:25][N:24]=4)=[CH:17][CH:16]=3)[O:11][N:10]=2)[C:5]([NH2:8])=[N:6][CH:7]=1.C(O)=O.C(N(CC)C(C)C)(C)C.O. The catalyst is CN1CCCC1=O.C1C=CC([P]([Pd]([P](C2C=CC=CC=2)(C2C=CC=CC=2)C2C=CC=CC=2)([P](C2C=CC=CC=2)(C2C=CC=CC=2)C2C=CC=CC=2)[P](C2C=CC=CC=2)(C2C=CC=CC=2)C2C=CC=CC=2)(C2C=CC=CC=2)C2C=CC=CC=2)=CC=1.C(OCC)(=O)C. The product is [N:24]1[CH:25]=[CH:26][CH:27]=[CH:28][C:23]=1[O:22][CH2:21][C:18]1[CH:19]=[CH:20][C:15]([CH2:14][C:12]2[O:11][N:10]=[C:9]([C:4]3[C:5]([NH2:8])=[N:6][CH:7]=[CH:2][CH:3]=3)[CH:13]=2)=[CH:16][CH:17]=1. The yield is 0.0200. (3) The reactants are [N:1]1[CH:6]=[CH:5][CH:4]=[CH:3][C:2]=1[S:7][C:8]1[CH:9]=[C:10]([O:30][C:31]2[C:32]([CH3:38])=[N:33][N:34]([CH3:37])[C:35]=2[CH3:36])[C:11]([NH:14][C:15]2[S:19][N:18]=[C:17]([C@H:20]3[CH2:24][O:23]C4(CCCCC4)[O:21]3)[N:16]=2)=[N:12][CH:13]=1.[ClH:39].C(=O)(O)[O-].[Na+]. The catalyst is C(O)C. The product is [ClH:39].[N:1]1[CH:6]=[CH:5][CH:4]=[CH:3][C:2]=1[S:7][C:8]1[CH:9]=[C:10]([O:30][C:31]2[C:32]([CH3:38])=[N:33][N:34]([CH3:37])[C:35]=2[CH3:36])[C:11]([NH:14][C:15]2[S:19][N:18]=[C:17]([C@H:20]([OH:21])[CH2:24][OH:23])[N:16]=2)=[N:12][CH:13]=1. The yield is 0.659. (4) The reactants are Cl[C:2]1[C:3]([NH2:8])=[N:4][CH:5]=[CH:6][N:7]=1.[Cl:9][C:10]1[CH:11]=[C:12]([C@H:16]([NH:19][C:20]([C:22]2[CH:27]=[CH:26][C:25](B(O)O)=[CH:24][C:23]=2[F:31])=[O:21])[CH2:17][OH:18])[CH:13]=[CH:14][CH:15]=1.C([O-])([O-])=O.[Na+].[Na+].S([O-])([O-])(=O)=O.[Na+].[Na+]. The catalyst is C1C=CC(P(C2C=CC=CC=2)[C-]2C=CC=C2)=CC=1.C1C=CC(P(C2C=CC=CC=2)[C-]2C=CC=C2)=CC=1.Cl[Pd]Cl.[Fe+2].C(Cl)Cl.COCCOC. The product is [NH2:8][C:3]1[C:2]([C:25]2[CH:26]=[CH:27][C:22]([C:20]([NH:19][C@@H:16]([C:12]3[CH:13]=[CH:14][CH:15]=[C:10]([Cl:9])[CH:11]=3)[CH2:17][OH:18])=[O:21])=[C:23]([F:31])[CH:24]=2)=[N:7][CH:6]=[CH:5][N:4]=1. The yield is 0.680. (5) The reactants are [C:1]([CH2:3][CH2:4][C:5]([CH2:16][CH2:17][C:18]#[N:19])([C:11]([O:13]CC)=[O:12])[C:6]([O:8]CC)=[O:7])#[N:2].C[N+](C)(C)C.[OH-].Cl. No catalyst specified. The yield is 0.158. The product is [C:18]([CH2:17][CH2:16][C:5]([CH2:4][CH2:3][C:1]#[N:2])([C:11]([OH:13])=[O:12])[C:6]([OH:8])=[O:7])#[N:19]. (6) The reactants are [NH2:1][C@@H:2]1[CH2:8][CH2:7][CH2:6][CH2:5][N:4]([C:9]([N:11]([CH3:13])[CH3:12])=[O:10])[CH2:3]1.CCN(C(C)C)C(C)C.[Cl:23][C:24]1[C:25]([C:31]#[N:32])=[N:26][CH:27]=[C:28](Cl)[N:29]=1. The catalyst is C1COCC1. The product is [Cl:23][C:24]1[N:29]=[C:28]([NH:1][C@@H:2]2[CH2:8][CH2:7][CH2:6][CH2:5][N:4]([C:9]([N:11]([CH3:13])[CH3:12])=[O:10])[CH2:3]2)[CH:27]=[N:26][C:25]=1[C:31]#[N:32]. The yield is 0.140. (7) The reactants are Cl[CH2:2][CH2:3][CH2:4][N:5]1[C:10]2[CH:11]=[CH:12][CH:13]=[CH:14][C:9]=2[O:8][CH2:7][C:6]1=[O:15].C([O-])([O-])=O.[K+].[K+].[Na+].[I-].[CH2:24]([O:27][CH:28]1[CH2:33][CH2:32][NH:31][CH2:30][CH2:29]1)[CH2:25][CH3:26]. The catalyst is CCCCCCC.CCOC(C)=O. The product is [CH2:24]([O:27][CH:28]1[CH2:33][CH2:32][N:31]([CH2:2][CH2:3][CH2:4][N:5]2[C:10]3[CH:11]=[CH:12][CH:13]=[CH:14][C:9]=3[O:8][CH2:7][C:6]2=[O:15])[CH2:30][CH2:29]1)[CH2:25][CH3:26]. The yield is 0.760.